Dataset: Catalyst prediction with 721,799 reactions and 888 catalyst types from USPTO. Task: Predict which catalyst facilitates the given reaction. (1) Reactant: C1CO[C:8]23OCCO[C:3]2([C@:4]2([CH2:27][CH2:26][C@H:25]4[C@@H:15](C/[C:17](=[N:29]\[OH:30])/[C@:18]5(O)[C@:23]4([CH3:24])[CH2:22][CH2:21][CH2:20][CH2:19]5)[C@@H:6]2[CH2:7]3)[CH3:5])O1.CC1C=CC(S(O)(=O)=[O:39])=CC=1.O.[C:43]([O-:46])(O)=O.[Na+]. Product: [OH:30]/[N:29]=[C:17]1/[C:43](=[O:46])[C@@H:15]2[C@@H:25]([C@:23]3([CH3:24])[C:18]/1=[CH:19][C:20](=[O:39])[CH2:21][CH2:22]3)[CH2:26][CH2:27][C@@:4]1([CH3:5])[C@H:6]2[CH2:7][CH2:8][CH2:3]1. The catalyst class is: 21. (2) Product: [CH3:30][O:29][C:24]1[CH:25]=[CH:26][CH:27]=[CH:28][C:23]=1[C:22]1[C:16]2[O:15][C:14]([C:12]([NH:11][C@@H:5]3[CH:6]4[CH2:7][CH2:8][N+:3]([O-:1])([CH2:10][CH2:9]4)[CH2:4]3)=[O:13])=[CH:18][C:17]=2[CH:19]=[CH:20][CH:21]=1. Reactant: [OH:1]O.[N:3]12[CH2:10][CH2:9][CH:6]([CH2:7][CH2:8]1)[C@@H:5]([NH:11][C:12]([C:14]1[O:15][C:16]3[C:22]([C:23]4[CH:28]=[CH:27][CH:26]=[CH:25][C:24]=4[O:29][CH3:30])=[CH:21][CH:20]=[CH:19][C:17]=3[CH:18]=1)=[O:13])[CH2:4]2. The catalyst class is: 5. (3) Reactant: [F:1][C:2]1[CH:7]=[CH:6][C:5]([C@H:8]2[CH2:13][CH2:12][CH2:11][C@@H:10](C=C)[N:9]2[C:16](=[O:22])[C:17]([O:19][CH2:20]C)=[O:18])=[CH:4][CH:3]=1. Product: [F:1][C:2]1[CH:3]=[CH:4][C:5]([C@@H:8]2[N:9]3[C@H:10]([CH2:20][O:19][CH:17]([OH:18])[C:16]3=[O:22])[CH2:11][CH2:12][CH2:13]2)=[CH:6][CH:7]=1. The catalyst class is: 5. (4) Reactant: CC1(C)N([O])C(C)(C)CCC1.[OH:12][CH2:13][CH2:14][CH2:15][C:16]1[CH:21]=[CH:20][C:19]([CH2:22][C:23]([O:25][CH3:26])=[O:24])=[CH:18][CH:17]=1.[K+].[Br-].[O-]Cl.[Na+]. Product: [O:12]=[CH:13][CH2:14][CH2:15][C:16]1[CH:21]=[CH:20][C:19]([CH2:22][C:23]([O:25][CH3:26])=[O:24])=[CH:18][CH:17]=1. The catalyst class is: 2. (5) Reactant: [Cl-].[Al+3].[Cl-].[Cl-].[C:5](Cl)(=[O:7])[CH3:6].[CH3:9][N:10]1[CH:14]=[CH:13][CH:12]=[C:11]1[CH:15]=[O:16]. Product: [C:5]([C:13]1[CH:12]=[C:11]([CH:15]=[O:16])[N:10]([CH3:9])[CH:14]=1)(=[O:7])[CH3:6]. The catalyst class is: 4. (6) Reactant: [CH2:1]([O:8][CH:9]([C:26]1[N:30]([CH3:31])[CH:29]=[N:28][CH:27]=1)[C:10]1[CH:15]=[C:14]([C:16]2[CH:21]=[CH:20][CH:19]=[CH:18][C:17]=2[Cl:22])[C:13]([C:23]([NH2:25])=O)=[CH:12][CH:11]=1)[C:2]1[CH:7]=[CH:6][CH:5]=[CH:4][CH:3]=1.C(N(CC)CC)C.FC(F)(F)C(OC(=O)C(F)(F)F)=O.[OH-].[NH4+].C1COCC1. Product: [ClH:22].[CH2:1]([O:8][CH:9]([C:26]1[N:30]([CH3:31])[CH:29]=[N:28][CH:27]=1)[C:10]1[CH:15]=[C:14]([C:16]2[CH:21]=[CH:20][CH:19]=[CH:18][C:17]=2[Cl:22])[C:13]([C:23]#[N:25])=[CH:12][CH:11]=1)[C:2]1[CH:7]=[CH:6][CH:5]=[CH:4][CH:3]=1. The catalyst class is: 20. (7) Reactant: CS(O[CH2:6][CH2:7][N:8]1[CH:12]=[CH:11][S:10]/[C:9]/1=[N:13]\[C:14]([C:16]12[CH2:25][CH:20]3[CH2:21][CH:22]([CH2:24][CH:18]([CH2:19]3)[CH2:17]1)[CH2:23]2)=[O:15])(=O)=O.[NH:26]1[CH2:31][CH2:30][O:29][CH2:28][CH2:27]1.[I-].[K+].C(=O)([O-])[O-].[K+].[K+]. Product: [N:26]1([CH2:6][CH2:7][N:8]2[CH:12]=[CH:11][S:10]/[C:9]/2=[N:13]\[C:14]([C:16]23[CH2:23][CH:22]4[CH2:21][CH:20]([CH2:19][CH:18]([CH2:24]4)[CH2:17]2)[CH2:25]3)=[O:15])[CH2:31][CH2:30][O:29][CH2:28][CH2:27]1. The catalyst class is: 291.